From a dataset of Forward reaction prediction with 1.9M reactions from USPTO patents (1976-2016). Predict the product of the given reaction. (1) Given the reactants [C:1]([O:9][CH2:10][CH2:11][O:12][C:13]([O:15][C:16]([CH3:19])([CH3:18])[CH3:17])=[O:14])(=[O:8])[CH2:2][C:3]([O:5][CH2:6][CH3:7])=O.[H-].[Na+].Cl[CH2:23][C:24](Cl)=O.[NH:27]1[C:35]2[C:30](=[CH:31][CH:32]=[CH:33][N:34]=2)[C:29]([CH:36]=O)=[CH:28]1.[OH2:38], predict the reaction product. The product is: [NH:27]1[C:35]2=[N:34][CH:33]=[CH:32][CH:31]=[C:30]2[C:29]([CH:36]=[C:6]2[O:5][C:3]([C:35]3[NH:27][CH:28]=[CH:29][CH:30]=[CH:23][CH:24]=3)=[C:2]([C:1]([O:9][CH2:10][CH2:11][O:12][C:13]([O:15][C:16]([CH3:19])([CH3:18])[CH3:17])=[O:14])=[O:8])[C:7]2=[O:38])=[CH:28]1. (2) The product is: [C:8]([C:4]1[CH:3]=[C:2]([NH:1][C:18](=[O:19])[O:20][C:21]2[CH:26]=[CH:25][CH:24]=[CH:23][CH:22]=2)[CH:7]=[CH:6][N:5]=1)(=[O:10])[CH3:9]. Given the reactants [NH2:1][C:2]1[CH:7]=[CH:6][N:5]=[C:4]([C:8](=[O:10])[CH3:9])[CH:3]=1.N1C=CC=CC=1.Cl[C:18]([O:20][C:21]1[CH:26]=[CH:25][CH:24]=[CH:23][CH:22]=1)=[O:19], predict the reaction product. (3) Given the reactants C([O:5][C:6](=[O:26])[CH2:7][C@@H:8]([NH:16]S(C1C=CC(C)=CC=1)=O)[C@H:9]([CH3:15])[C@H:10]([CH3:14])[CH2:11][CH2:12][CH3:13])(C)(C)C.FC(F)(F)C(O)=O, predict the reaction product. The product is: [NH2:16][C@@H:8]([C@H:9]([CH3:15])[C@H:10]([CH3:14])[CH2:11][CH2:12][CH3:13])[CH2:7][C:6]([OH:26])=[O:5]. (4) The product is: [C:1]([O:5][C:6]12[CH2:15][CH:10]3[CH2:11][CH:12]([CH2:14][C:8]([O:16][S:25]([CH3:24])(=[O:27])=[O:26])([CH2:9]3)[CH2:7]1)[CH2:13]2)(=[O:4])[CH:2]=[CH2:3]. Given the reactants [C:1]([O:5][C:6]12[CH2:15][CH:10]3[CH2:11][CH:12]([CH2:14][C:8]([OH:16])([CH2:9]3)[CH2:7]1)[CH2:13]2)(=[O:4])[CH:2]=[CH2:3].C(N(CC)CC)C.[CH3:24][S:25](Cl)(=[O:27])=[O:26].S([O-])([O-])(=O)=O.[Mg+2], predict the reaction product. (5) Given the reactants [I-].[K+].[F:3][C:4]1[C:9]([N+:10]([O-:12])=[O:11])=[CH:8][C:7]([S:13](Cl)(=O)=O)=[C:6]([CH3:17])[CH:5]=1.[PH2]([O-])=O.[Na+].[OH2:22], predict the reaction product. The product is: [S:13]([C:7]1[CH:8]=[C:9]([N+:10]([O-:11])=[O:22])[C:4]([F:3])=[CH:5][C:6]=1[CH3:17])[S:13][C:7]1[CH:8]=[C:9]([N+:10]([O-:12])=[O:11])[C:4]([F:3])=[CH:5][C:6]=1[CH3:17]. (6) The product is: [CH3:31][O:32][C:33]1[CH:38]=[CH:37][C:36]([CH2:39][NH:40][C:12]2[CH:17]=[C:16]([S:18][CH2:19][C:20]3[CH:25]=[CH:24][C:23]([O:26][CH3:27])=[CH:22][CH:21]=3)[C:15]([N+:28]([O-:30])=[O:29])=[CH:14][N:13]=2)=[CH:35][CH:34]=1. Given the reactants [N+](C1C=CC(N)=NC=1)([O-])=O.Cl[C:12]1[CH:17]=[C:16]([S:18][CH2:19][C:20]2[CH:25]=[CH:24][C:23]([O:26][CH3:27])=[CH:22][CH:21]=2)[C:15]([N+:28]([O-:30])=[O:29])=[CH:14][N:13]=1.[CH3:31][O:32][C:33]1[CH:38]=[CH:37][C:36]([CH2:39][NH2:40])=[CH:35][CH:34]=1, predict the reaction product. (7) Given the reactants [F:1][C:2]1[CH:7]=[CH:6][C:5]([C:8]2[N:9]=[C:10]([CH:19]3[CH2:24][CH2:23][NH:22][CH2:21][CH2:20]3)[N:11]([CH2:13][CH:14]3[CH2:17][N:16]([CH3:18])[CH2:15]3)[CH:12]=2)=[CH:4][C:3]=1[CH3:25].[Cl:26][C:27]1[C:28]([NH2:34])=[N:29][CH:30]=[N:31][C:32]=1Cl, predict the reaction product. The product is: [Cl:26][C:27]1[C:28]([NH2:34])=[N:29][CH:30]=[N:31][C:32]=1[N:22]1[CH2:21][CH2:20][CH:19]([C:10]2[N:11]([CH2:13][CH:14]3[CH2:15][N:16]([CH3:18])[CH2:17]3)[CH:12]=[C:8]([C:5]3[CH:6]=[CH:7][C:2]([F:1])=[C:3]([CH3:25])[CH:4]=3)[N:9]=2)[CH2:24][CH2:23]1. (8) Given the reactants [CH3:1][CH:2]([C:4]1[NH:13][C:12]2[N:11]3[CH:14]=[C:15]([C:17]4[O:18][CH:19]=[N:20][N:21]=4)[N:16]=[C:10]3[CH:9]=[CH:8][C:7]=2[C:6](=O)[CH:5]=1)[CH3:3].O=P(Cl)(Cl)[Cl:25], predict the reaction product. The product is: [Cl:25][C:6]1[C:7]2[CH:8]=[CH:9][C:10]3[N:11]([CH:14]=[C:15]([C:17]4[O:18][CH:19]=[N:20][N:21]=4)[N:16]=3)[C:12]=2[N:13]=[C:4]([CH:2]([CH3:3])[CH3:1])[CH:5]=1. (9) Given the reactants [C:1]1([CH:7]2[N:21]3[C:22]4[C:14]([C:15]5[C:20]3=[CH:19][CH:18]=[CH:17][C:16]=5[OH:23])=[CH:13][CH:12]=[CH:11][C:10]=4[O:9][CH2:8]2)[CH:6]=[CH:5][CH:4]=[CH:3][CH:2]=1.C(=O)([O-])[O-].[K+].[K+].Br[CH2:31][CH2:32][CH2:33][CH2:34][Cl:35].O, predict the reaction product. The product is: [C:1]1([CH:7]2[N:21]3[C:22]4[C:14]([C:15]5[C:16]([O:23][CH2:31][CH2:32][CH2:33][CH2:34][Cl:35])=[CH:17][CH:18]=[CH:19][C:20]=53)=[CH:13][CH:12]=[CH:11][C:10]=4[O:9][CH2:8]2)[CH:2]=[CH:3][CH:4]=[CH:5][CH:6]=1. (10) Given the reactants [OH-].[Li+].C([O:5][C:6](=[O:31])[C:7]1[CH:12]=[C:11]([C:13]2[CH:18]=[CH:17][C:16]([C:19]([F:22])([F:21])[F:20])=[CH:15][CH:14]=2)[C:10]([CH2:23][CH2:24][C:25]2[CH:26]=[N:27][CH:28]=[N:29][CH:30]=2)=[N:9][CH:8]=1)C.COC(=O)C1C=C(C2C=CC(C(F)(F)F)=CC=2)C(CCC2C=NC=NC=2)=NC=1.Cl.O1CCOCC1, predict the reaction product. The product is: [N:29]1[CH:30]=[C:25]([CH2:24][CH2:23][C:10]2[C:11]([C:13]3[CH:18]=[CH:17][C:16]([C:19]([F:22])([F:20])[F:21])=[CH:15][CH:14]=3)=[CH:12][C:7]([C:6]([OH:31])=[O:5])=[CH:8][N:9]=2)[CH:26]=[N:27][CH:28]=1.